This data is from Reaction yield outcomes from USPTO patents with 853,638 reactions. The task is: Predict the reaction yield, written as a fraction of the theoretical maximum amount of product (1.0 means a 100% yield; for example, 0.34 means a 34% yield). The reactants are [Cl:1][C:2]1[N:7]=[CH:6][C:5]([CH2:8][N:9]([CH2:16][CH:17]([F:19])[F:18])[C:10]2[CH2:14][O:13][C:12](=[O:15])[CH:11]=2)=[CH:4][CH:3]=1.C(N(CC)CC)C.[Br:27]N1C(=O)CCC1=O. The catalyst is C(#N)C. The product is [Br:27][C:11]1[C:12](=[O:15])[O:13][CH2:14][C:10]=1[N:9]([CH2:8][C:5]1[CH:6]=[N:7][C:2]([Cl:1])=[CH:3][CH:4]=1)[CH2:16][CH:17]([F:19])[F:18]. The yield is 0.630.